Dataset: CYP2C9 inhibition data for predicting drug metabolism from PubChem BioAssay. Task: Regression/Classification. Given a drug SMILES string, predict its absorption, distribution, metabolism, or excretion properties. Task type varies by dataset: regression for continuous measurements (e.g., permeability, clearance, half-life) or binary classification for categorical outcomes (e.g., BBB penetration, CYP inhibition). Dataset: cyp2c9_veith. (1) The compound is Cc1cccc(NC(=O)CCS(=O)(=O)c2cccc3nsnc23)c1C. The result is 1 (inhibitor). (2) The drug is CCN(CC)c1cc(C)nc2ncnn12. The result is 0 (non-inhibitor). (3) The molecule is Cc1ccc(S(=O)(=O)N[C@@H]2COC(=O)C/C=C\[C@@H](C)[C@@H](NS(=O)(=O)c3ccc(C)cc3)COC(=O)C/C=C\[C@H]2C)cc1. The result is 0 (non-inhibitor). (4) The drug is Cc1cc(C)c(C#N)c(SCC(=O)c2ccc(Cl)cc2Cl)n1. The result is 1 (inhibitor).